This data is from Catalyst prediction with 721,799 reactions and 888 catalyst types from USPTO. The task is: Predict which catalyst facilitates the given reaction. (1) Reactant: [NH2:1][CH2:2][CH2:3][CH2:4][O:5][C:6]1[CH:15]=[C:14]([Br:16])[CH:13]=[CH:12][C:7]=1[C:8](OC)=[O:9].[Li+].C[Si]([N-][Si](C)(C)C)(C)C. Product: [Br:16][C:14]1[CH:13]=[CH:12][C:7]2[C:8](=[O:9])[NH:1][CH2:2][CH2:3][CH2:4][O:5][C:6]=2[CH:15]=1. The catalyst class is: 1. (2) Reactant: CC(C)([O-])C.[K+].C1(C)C=CC(S([CH2:16][N+:17]#[C-])(=O)=O)=CC=1.[CH:20]([C@H:22]1[N:27]([C:28]([C:30]2[CH:34]=[C:33]([CH3:35])[N:32]([C:36]3[CH:41]=[CH:40][CH:39]=[CH:38][CH:37]=3)[C:31]=2[C:42]2[CH:47]=[CH:46][CH:45]=[CH:44][CH:43]=2)=[O:29])[CH2:26][CH2:25][N:24]([C:48]([O:50][C:51]([CH3:54])([CH3:53])[CH3:52])=[O:49])[CH2:23]1)=O.CO. Product: [C:16]([CH2:20][CH:22]1[N:27]([C:28]([C:30]2[CH:34]=[C:33]([CH3:35])[N:32]([C:36]3[CH:37]=[CH:38][CH:39]=[CH:40][CH:41]=3)[C:31]=2[C:42]2[CH:43]=[CH:44][CH:45]=[CH:46][CH:47]=2)=[O:29])[CH2:26][CH2:25][N:24]([C:48]([O:50][C:51]([CH3:53])([CH3:52])[CH3:54])=[O:49])[CH2:23]1)#[N:17]. The catalyst class is: 57. (3) Reactant: [C:1]1([C:23]2[CH:28]=[CH:27][CH:26]=[CH:25][CH:24]=2)[CH:6]=[CH:5][C:4]([CH2:7][C@@H:8]([NH:15][C:16]([O:18][C:19]([CH3:22])([CH3:21])[CH3:20])=[O:17])[CH2:9][C:10](=[CH2:14])[C:11]([OH:13])=[O:12])=[CH:3][CH:2]=1.C(=O)([O-])[O-].[CH2:33](I)[CH3:34].C(OC(C)C)(=O)C. Product: [C:1]1([C:23]2[CH:24]=[CH:25][CH:26]=[CH:27][CH:28]=2)[CH:2]=[CH:3][C:4]([CH2:7][C@@H:8]([NH:15][C:16]([O:18][C:19]([CH3:22])([CH3:21])[CH3:20])=[O:17])[CH2:9][C:10](=[CH2:14])[C:11]([O:13][CH2:33][CH3:34])=[O:12])=[CH:5][CH:6]=1.[C:1]1([C:23]2[CH:24]=[CH:25][CH:26]=[CH:27][CH:28]=2)[CH:2]=[CH:3][C:4]([CH2:7][C@@H:8]([NH:15][C:16]([O:18][C:19]([CH3:22])([CH3:21])[CH3:20])=[O:17])[CH2:9][C:10](=[CH2:14])[C:11]([OH:13])=[O:12])=[CH:5][CH:6]=1. The catalyst class is: 145. (4) Reactant: Cl.[NH:2]1[CH2:7][CH2:6][CH2:5][C@H:4]([N:8]2[C:12]3=[C:13]4[S:19][CH:18]=[CH:17][C:14]4=[N:15][CH:16]=[C:11]3[N:10]=[C:9]2[C@H:20]([OH:22])[CH3:21])[CH2:3]1.C(N(CC)CC)C.[C:30]([CH2:34][CH2:35][C:36](Cl)=[O:37])([O:32]C)=[O:31].O.[OH-].[Li+].Cl. Product: [OH:22][C@@H:20]([C:9]1[N:8]([C@H:4]2[CH2:5][CH2:6][CH2:7][N:2]([C:36](=[O:37])[CH2:35][CH2:34][C:30]([OH:32])=[O:31])[CH2:3]2)[C:12]2=[C:13]3[S:19][CH:18]=[CH:17][C:14]3=[N:15][CH:16]=[C:11]2[N:10]=1)[CH3:21]. The catalyst class is: 34. (5) Reactant: [NH:1]1[CH:5]=[CH:4][C:3]([NH:6][C:7]2[O:8][CH2:9][C:10](=[O:17])[C:11]=2[C:12]([O:14][CH2:15][CH3:16])=[O:13])=[N:2]1.[NH:18]1[C:26]2[C:21](=[CH:22][CH:23]=[CH:24][N:25]=2)[C:20]([CH:27]=O)=[CH:19]1.N1CCC[C@H]1C(O)=O. Product: [NH:18]1[C:26]2=[N:25][CH:24]=[CH:23][CH:22]=[C:21]2[C:20]([CH:27]=[C:9]2[O:8][C:7]([NH:6][C:3]3[CH:4]=[CH:5][NH:1][N:2]=3)=[C:11]([C:12]([O:14][CH2:15][CH3:16])=[O:13])[C:10]2=[O:17])=[CH:19]1. The catalyst class is: 8. (6) The catalyst class is: 8. Product: [C:29]([C:28]1[CH:31]=[CH:32][C:25]([N:23]2[CH:6]([CH:1]3[CH2:5][CH2:4][CH2:3][CH2:2]3)[CH:7]3[C:8]([C:9]4[CH:10]=[CH:11][C:12]([C:17]([O:19][CH3:20])=[O:18])=[N:13][C:14]=4[CH2:15][CH2:16]3)=[N:24]2)=[CH:26][C:27]=1[CH3:33])#[N:30]. Reactant: [CH:1]1(/[CH:6]=[C:7]2/[C:8](=O)[C:9]3[CH:10]=[CH:11][C:12]([C:17]([O:19][CH3:20])=[O:18])=[N:13][C:14]=3[CH2:15][CH2:16]/2)[CH2:5][CH2:4][CH2:3][CH2:2]1.Cl.[NH:23]([C:25]1[CH:32]=[CH:31][C:28]([C:29]#[N:30])=[C:27]([CH3:33])[CH:26]=1)[NH2:24].